Predict which catalyst facilitates the given reaction. From a dataset of Catalyst prediction with 721,799 reactions and 888 catalyst types from USPTO. (1) Reactant: I[C:2]1[CH:7]=[CH:6][CH:5]=[C:4](I)[CH:3]=1.[CH:9]1[C:21]2[NH:20][C:19]3[C:14](=[CH:15][CH:16]=[CH:17][CH:18]=3)[C:13]=2[CH:12]=[CH:11][CH:10]=1.C1O[CH2:38][CH2:37]OCCOCCOCCOCCOC1.C(=O)([O-])[O-].[K+].[K+]. Product: [CH:2]1[C:3]2[N:20]([C:38]3[CH:37]=[CH:21][CH:9]=[C:10]([N:20]4[C:19]5[CH:18]=[CH:17][CH:16]=[CH:15][C:14]=5[C:13]5[C:21]4=[CH:9][CH:10]=[CH:11][CH:12]=5)[CH:11]=3)[C:19]3[C:18](=[CH:17][CH:16]=[CH:15][CH:14]=3)[C:4]=2[CH:5]=[CH:6][CH:7]=1. The catalyst class is: 262. (2) Reactant: CC1(C)C(C)(C)OB([C:9]2[CH:10]=[N:11][N:12]([C:14]([C:27]3[CH:32]=[CH:31][CH:30]=[CH:29][CH:28]=3)([C:21]3[CH:26]=[CH:25][CH:24]=[CH:23][CH:22]=3)[C:15]3[CH:20]=[CH:19][CH:18]=[CH:17][CH:16]=3)[CH:13]=2)O1.Br[C:35]1[C:36]([NH2:41])=[N:37][CH:38]=[CH:39][CH:40]=1.C1(C)C=CC=CC=1.C(=O)([O-])[O-].[Na+].[Na+]. Product: [C:14]([N:12]1[CH:13]=[CH:9][C:10]([C:35]2[C:36]([NH2:41])=[N:37][CH:38]=[CH:39][CH:40]=2)=[N:11]1)([C:21]1[CH:26]=[CH:25][CH:24]=[CH:23][CH:22]=1)([C:15]1[CH:16]=[CH:17][CH:18]=[CH:19][CH:20]=1)[C:27]1[CH:32]=[CH:31][CH:30]=[CH:29][CH:28]=1. The catalyst class is: 8. (3) Reactant: [OH2:1].[NH2:2][NH2:3].Cl[C:5]1[N:6]=[C:7]2[CH:28]=[C:27]([Cl:29])[CH:26]=[N:25][C:8]2=[N:9][C:10]=1[N:11]1[CH2:16][C@@H:15]2[CH2:17][C@H:12]1[CH2:13][N:14]2[C:18]([O:20][C:21]([CH3:24])([CH3:23])[CH3:22])=O.[CH3:30]CO. Product: [Cl:29][C:27]1[CH:26]=[N:25][C:8]2[N:9]=[C:10]([N:11]3[CH2:16][C@@H:15]4[CH2:17][C@H:12]3[CH2:13][N:14]4[C:18]([O:20][C:21]([CH3:22])([CH3:24])[CH3:23])=[O:1])[C:5]3[N:6]([CH:30]=[N:2][N:3]=3)[C:7]=2[CH:28]=1. The catalyst class is: 28. (4) Reactant: [Cl:1][C:2]1[CH:3]=[C:4]([CH:9]([S:13][C:14]2[CH:19]=[CH:18][CH:17]=[CH:16][CH:15]=2)[C:10]([OH:12])=O)[CH:5]=[C:6]([Cl:8])[CH:7]=1.C(N1C=CN=C1)(N1C=CN=C1)=O.[CH3:32][NH:33][CH2:34][C:35]1[CH:40]=[CH:39][CH:38]=[C:37]([O:41][CH3:42])[CH:36]=1. Product: [CH3:42][O:41][C:37]1[CH:36]=[C:35]([CH:40]=[CH:39][CH:38]=1)[CH2:34][N:33]([CH3:32])[C:10](=[O:12])[CH:9]([C:4]1[CH:5]=[C:6]([Cl:8])[CH:7]=[C:2]([Cl:1])[CH:3]=1)[S:13][C:14]1[CH:19]=[CH:18][CH:17]=[CH:16][CH:15]=1. The catalyst class is: 4. (5) Reactant: Br[C:2]1[C:3]([CH3:27])=[CH:4][C:5]2[N:12](CC3C=CC(OC)=CC=3)[CH2:11][CH2:10][CH2:9][C:8]([C:22]([O:24][CH3:25])=[O:23])=[CH:7][C:6]=2[CH:26]=1.FC(F)(F)C(O)=O.O.[C:36]1([CH3:42])[CH:41]=CC=C[CH:37]=1. Product: [CH2:37]([C:2]1[C:3]([CH3:27])=[CH:4][C:5]2[NH:12][CH2:11][CH2:10][CH2:9][C:8]([C:22]([O:24][CH3:25])=[O:23])=[CH:7][C:6]=2[CH:26]=1)[CH:36]([CH3:42])[CH3:41]. The catalyst class is: 26.